Dataset: Full USPTO retrosynthesis dataset with 1.9M reactions from patents (1976-2016). Task: Predict the reactants needed to synthesize the given product. (1) Given the product [NH2:35][C@H:27]([CH2:28][C:29]1[CH:34]=[CH:33][CH:32]=[CH:31][CH:30]=1)[C:26]([N:23]1[CH2:22][CH2:21][CH:20]([N:13]2[C:14](=[O:19])[C:15]([CH3:18])([CH3:17])[CH2:16][C:11]([C:5]3[CH:6]=[CH:7][C:8]([O:9][CH3:10])=[C:3]([O:2][CH3:1])[CH:4]=3)=[N:12]2)[CH2:25][CH2:24]1)=[O:43], predict the reactants needed to synthesize it. The reactants are: [CH3:1][O:2][C:3]1[CH:4]=[C:5]([C:11]2[CH2:16][C:15]([CH3:18])([CH3:17])[C:14](=[O:19])[N:13]([CH:20]3[CH2:25][CH2:24][N:23]([C:26](=[O:43])[C@H:27]([NH:35]C(=O)OC(C)(C)C)[CH2:28][C:29]4[CH:34]=[CH:33][CH:32]=[CH:31][CH:30]=4)[CH2:22][CH2:21]3)[N:12]=2)[CH:6]=[CH:7][C:8]=1[O:9][CH3:10].FC(F)(F)C(O)=O.C(=O)(O)[O-].[Na+]. (2) The reactants are: [N:1]1[CH:6]=[CH:5][C:4]([C:7]2[CH:13]=[CH:12][C:10]([NH2:11])=[CH:9][CH:8]=2)=[CH:3][CH:2]=1.F[P-](F)(F)(F)(F)F.N1(OC(N(C)C)=[N+](C)C)C2N=CC=CC=2N=N1.ON1C2N=CC=CC=2N=N1.[N+:48]([C:51]1[CH:61]=[CH:60][CH:59]=[CH:58][C:52]=1[O:53][CH2:54][C:55](O)=[O:56])([O-])=O.C(N(CC)C(C)C)(C)C. Given the product [NH2:48][C:51]1[CH:61]=[CH:60][CH:59]=[CH:58][C:52]=1[O:53][CH2:54][C:55]([NH:11][C:10]1[CH:12]=[CH:13][C:7]([C:4]2[CH:5]=[CH:6][N:1]=[CH:2][CH:3]=2)=[CH:8][CH:9]=1)=[O:56], predict the reactants needed to synthesize it. (3) Given the product [CH:1]1([N:4]2[C:8](=[O:9])[N:7]([CH2:10][C:11]3[C:12]([Cl:21])=[C:13]([CH:17]=[CH:18][C:19]=3[Cl:20])[C:14]([C:27]3[CH:26]=[N:25][N:24]([CH2:22][CH3:23])[C:28]=3[OH:29])=[O:15])[N:6]=[N:5]2)[CH2:3][CH2:2]1, predict the reactants needed to synthesize it. The reactants are: [CH:1]1([N:4]2[C:8](=[O:9])[N:7]([CH2:10][C:11]3[C:12]([Cl:21])=[C:13]([CH:17]=[CH:18][C:19]=3[Cl:20])[C:14](Cl)=[O:15])[N:6]=[N:5]2)[CH2:3][CH2:2]1.[CH2:22]([N:24]1[C:28]([OH:29])=[CH:27][CH:26]=[N:25]1)[CH3:23].C(N(CC)CC)C. (4) Given the product [I:12][C:9]1[CH:10]=[CH:11][C:6]2[N:7]([CH:2]=[CH:3][N:5]=2)[CH:8]=1, predict the reactants needed to synthesize it. The reactants are: Cl[CH2:2][CH:3]=O.[NH2:5][C:6]1[CH:11]=[CH:10][C:9]([I:12])=[CH:8][N:7]=1. (5) Given the product [C:1]1([S:7]([N:32]2[CH2:31][CH2:30][N:29]([C:12](=[O:11])[CH2:13][NH:14][C:15]([C:17]3[CH:22]=[CH:21][C:20]([C:23]4[CH:28]=[CH:27][CH:26]=[CH:25][CH:24]=4)=[CH:19][CH:18]=3)=[O:16])[CH2:34][CH2:33]2)(=[O:9])=[O:8])[CH:6]=[CH:5][CH:4]=[CH:3][CH:2]=1, predict the reactants needed to synthesize it. The reactants are: [C:1]1([S:7](Cl)(=[O:9])=[O:8])[CH:6]=[CH:5][CH:4]=[CH:3][CH:2]=1.[O:11]=[C:12]([N:29]1[CH2:34][CH2:33][NH:32][CH2:31][CH2:30]1)[CH2:13][NH:14][C:15]([C:17]1[CH:22]=[CH:21][C:20]([C:23]2[CH:28]=[CH:27][CH:26]=[CH:25][CH:24]=2)=[CH:19][CH:18]=1)=[O:16].O. (6) Given the product [NH2:26][C:8]1[N:7]=[C:6]([O:5][CH2:1][CH2:2][CH2:3][CH3:4])[N:14]=[C:13]2[C:9]=1[NH:10][C:11](=[O:24])[N:12]2[CH2:15][CH2:16][CH2:17][CH:18]1[CH2:23][CH2:22][N:21]([CH2:28][CH2:29][CH2:30][CH3:31])[CH2:20][CH2:19]1, predict the reactants needed to synthesize it. The reactants are: [CH2:1]([O:5][C:6]1[N:14]=[C:13]2[C:9]([N:10]=[C:11]([O:24]C)[N:12]2[CH2:15][CH2:16][CH2:17][CH:18]2[CH2:23][CH2:22][NH:21][CH2:20][CH2:19]2)=[C:8]([NH2:26])[N:7]=1)[CH2:2][CH2:3][CH3:4].I[CH2:28][CH2:29][CH2:30][CH3:31]. (7) Given the product [Br:1][C:2]1[CH:11]=[CH:10][CH:9]=[C:8]2[C:3]=1[CH:4]([F:26])[CH2:5][N:6]([C:12]([O:14][C:15]([CH3:18])([CH3:17])[CH3:16])=[O:13])[CH2:7]2, predict the reactants needed to synthesize it. The reactants are: [Br:1][C:2]1[CH:11]=[CH:10][CH:9]=[C:8]2[C:3]=1[CH:4](O)[CH2:5][N:6]([C:12]([O:14][C:15]([CH3:18])([CH3:17])[CH3:16])=[O:13])[CH2:7]2.C(N(S(F)(F)[F:26])CC)C.C([O-])(O)=O.[Na+]. (8) Given the product [OH:2][CH:7]1[CH2:15][C:14]2[C:9](=[CH:10][CH:11]=[C:12]([O:16][CH2:17][C@H:18]3[CH2:22][CH2:21][CH2:20][O:19]3)[CH:13]=2)[C:8](=[O:23])[O:6]1, predict the reactants needed to synthesize it. The reactants are: I(O)(=O)(=O)=[O:2].[OH:6][CH:7]1[CH2:15][C:14]2[C:9](=[CH:10][CH:11]=[C:12]([O:16][CH2:17][C@H:18]3[CH2:22][CH2:21][CH2:20][O:19]3)[CH:13]=2)[C:8]1=[O:23]. (9) The reactants are: COC1C=CC(C[O:8][CH:9]([C:20]2[CH:25]=[CH:24][CH:23]=[CH:22][C:21]=2[O:26][CH2:27][O:28][CH3:29])[CH2:10][CH:11]2[CH2:18][CH2:17][CH2:16][C:15](=[O:19])[CH:14]=[CH:13][CH2:12]2)=CC=1.ClC1C(=O)C(C#N)=C(C#N)C(=O)C=1Cl. Given the product [OH:8][CH:9]([C:20]1[CH:25]=[CH:24][CH:23]=[CH:22][C:21]=1[O:26][CH2:27][O:28][CH3:29])[CH2:10][CH:11]1[CH2:18][CH2:17][CH2:16][C:15](=[O:19])[CH:14]=[CH:13][CH2:12]1, predict the reactants needed to synthesize it.